This data is from Reaction yield outcomes from USPTO patents with 853,638 reactions. The task is: Predict the reaction yield, written as a fraction of the theoretical maximum amount of product (1.0 means a 100% yield; for example, 0.34 means a 34% yield). The reactants are [CH3:1][C:2]1[C:6]2[CH:7]=[C:8]([OH:11])[CH:9]=[CH:10][C:5]=2[O:4][N:3]=1.C([Mg]Cl)(C)C.[CH3:17][O:18][C:19]1[CH:36]=[CH:35][C:22]([CH2:23][N:24]2[C:32]3[C:27](=[CH:28][CH:29]=[CH:30][CH:31]=3)[C:26](=[O:33])[C:25]2=[O:34])=[CH:21][CH:20]=1.Cl. The catalyst is ClCCCl. The product is [OH:33][C:26]1([C:9]2[C:8]([OH:11])=[CH:7][C:6]3[C:2]([CH3:1])=[N:3][O:4][C:5]=3[CH:10]=2)[C:27]2[C:32](=[CH:31][CH:30]=[CH:29][CH:28]=2)[N:24]([CH2:23][C:22]2[CH:21]=[CH:20][C:19]([O:18][CH3:17])=[CH:36][CH:35]=2)[C:25]1=[O:34]. The yield is 0.100.